Dataset: Full USPTO retrosynthesis dataset with 1.9M reactions from patents (1976-2016). Task: Predict the reactants needed to synthesize the given product. (1) Given the product [Br:1][C:2]1[CH:3]=[C:4]2[C:9](=[CH:10][CH:11]=1)[N:8]=[C:7]1[N:12]([CH3:26])[CH2:13][C:14]3[CH:25]=[CH:24][CH:23]=[CH:22][C:15]=3[CH:16]([O:17][CH2:18][CH:19]([OH:20])[CH2:21][N:34]3[CH:38]=[CH:37][N:36]=[CH:35]3)[C:6]1=[C:5]2[Cl:27], predict the reactants needed to synthesize it. The reactants are: [Br:1][C:2]1[CH:3]=[C:4]2[C:9](=[CH:10][CH:11]=1)[N:8]=[C:7]1[N:12]([CH3:26])[CH2:13][C:14]3[CH:25]=[CH:24][CH:23]=[CH:22][C:15]=3[CH:16]([O:17][CH2:18][CH:19]3[CH2:21][O:20]3)[C:6]1=[C:5]2[Cl:27].C(=O)([O-])[O-].[K+].[K+].[NH:34]1[CH:38]=[CH:37][N:36]=[CH:35]1. (2) Given the product [CH3:13][C:11]1[NH:12][C:8]([C:3]2[CH:4]=[CH:5][CH:6]=[CH:7][C:2]=2[NH:1][S:23]([C:17]2[CH:22]=[CH:21][CH:20]=[CH:19][CH:18]=2)(=[O:25])=[O:24])=[CH:9][C:10]=1[C:14]([NH2:16])=[O:15], predict the reactants needed to synthesize it. The reactants are: [NH2:1][C:2]1[CH:7]=[CH:6][CH:5]=[CH:4][C:3]=1[C:8]1[NH:12][C:11]([CH3:13])=[C:10]([C:14]([NH2:16])=[O:15])[CH:9]=1.[C:17]1([S:23](Cl)(=[O:25])=[O:24])[CH:22]=[CH:21][CH:20]=[CH:19][CH:18]=1. (3) Given the product [C:1]([O:5][C:6](=[O:14])[NH:7][C@H:8]([CH3:13])[C:9]([F:21])([CH3:11])[CH3:10])([CH3:4])([CH3:3])[CH3:2], predict the reactants needed to synthesize it. The reactants are: [C:1]([O:5][C:6](=[O:14])[NH:7][C@H:8]([CH3:13])[C:9](O)([CH3:11])[CH3:10])([CH3:4])([CH3:3])[CH3:2].CCN(S(F)(F)[F:21])CC. (4) Given the product [N+:1]([C:4]1[CH:14]=[CH:13][C:7]2[N:8]([CH2:30][CH2:31][CH2:32][N:33]([C:41]([O:43][CH2:44][C:45]3[CH:50]=[CH:49][CH:48]=[CH:47][CH:46]=3)=[O:42])[C:34]3[CH:39]=[CH:38][CH:37]=[CH:36][N+:35]=3[O-:40])[C:9](=[O:12])[CH2:10][O:11][C:6]=2[CH:5]=1)([O-:3])=[O:2], predict the reactants needed to synthesize it. The reactants are: [N+:1]([C:4]1[CH:14]=[CH:13][C:7]2[NH:8][C:9](=[O:12])[CH2:10][O:11][C:6]=2[CH:5]=1)([O-:3])=[O:2].C[Si](C)(C)[N-][Si](C)(C)C.[K+].CS(O[CH2:30][CH2:31][CH2:32][N:33]([C:41]([O:43][CH2:44][C:45]1[CH:50]=[CH:49][CH:48]=[CH:47][CH:46]=1)=[O:42])[C:34]1[CH:39]=[CH:38][CH:37]=[CH:36][N+:35]=1[O-:40])(=O)=O. (5) Given the product [CH2:29]([O:28][C:25]1[CH:24]=[CH:23][C:22]([S:19]([N:6]([CH2:5][C:4]([OH:33])=[O:3])[CH2:7][C:8]2[CH:13]=[CH:12][C:11]([N:14]3[CH:18]=[N:17][CH:16]=[N:15]3)=[CH:10][CH:9]=2)(=[O:21])=[O:20])=[CH:27][CH:26]=1)[CH2:30][CH:31]=[CH2:32], predict the reactants needed to synthesize it. The reactants are: C([O:3][C:4](=[O:33])[CH2:5][N:6]([S:19]([C:22]1[CH:27]=[CH:26][C:25]([O:28][CH2:29][CH2:30][CH:31]=[CH2:32])=[CH:24][CH:23]=1)(=[O:21])=[O:20])[CH2:7][C:8]1[CH:13]=[CH:12][C:11]([N:14]2[CH:18]=[N:17][CH:16]=[N:15]2)=[CH:10][CH:9]=1)C.O.[OH-].[Li+].O.Cl. (6) Given the product [CH2:1]([O:5][C:6]1[N:14]=[C:13]2[C:9]([N:10]=[C:11]([OH:24])[N:12]2[CH2:15][C:16]2[CH:21]=[CH:20][CH:19]=[C:18]([CH2:22][C:32]#[N:33])[N:17]=2)=[C:8]([NH2:26])[N:7]=1)[CH2:2][CH2:3][CH3:4], predict the reactants needed to synthesize it. The reactants are: [CH2:1]([O:5][C:6]1[N:14]=[C:13]2[C:9]([N:10]=[C:11]([O:24]C)[N:12]2[CH2:15][C:16]2[CH:21]=[CH:20][CH:19]=[C:18]([CH2:22]O)[N:17]=2)=[C:8]([NH2:26])[N:7]=1)[CH2:2][CH2:3][CH3:4].S(Cl)(Cl)=O.[O-][C:32]#[N:33].[Na+]. (7) The reactants are: I[C:2]1[CH:3]=[C:4]([N:8]2[C:16]3[C:11](=[CH:12][CH:13]=[CH:14][CH:15]=3)[C:10]([C:17]([NH2:19])=[O:18])=[N:9]2)[CH:5]=[CH:6][CH:7]=1.[OH:20][CH:21]([C:27]#[CH:28])[C:22]([O:24][CH2:25][CH3:26])=[O:23]. Given the product [C:17]([C:10]1[C:11]2[C:16](=[CH:15][CH:14]=[CH:13][CH:12]=2)[N:8]([C:4]2[CH:3]=[C:2]([C:28]#[C:27][CH:21]([OH:20])[C:22]([O:24][CH2:25][CH3:26])=[O:23])[CH:7]=[CH:6][CH:5]=2)[N:9]=1)(=[O:18])[NH2:19], predict the reactants needed to synthesize it. (8) Given the product [OH:21][C@@H:19]([CH3:20])[C:18]([N:15]1[CH2:16][CH2:17][N:12]([CH2:11][C:9]2[S:10][C:5]3[C:4]([N:23]4[CH2:28][CH2:27][O:26][CH2:25][CH2:24]4)=[N:3][C:2]([C:30]4[CH:31]=[N:32][C:33]([O:36][CH3:37])=[CH:34][CH:35]=4)=[N:7][C:6]=3[CH:8]=2)[CH2:13][CH2:14]1)=[O:22], predict the reactants needed to synthesize it. The reactants are: Cl[C:2]1[N:3]=[C:4]([N:23]2[CH2:28][CH2:27][O:26][CH2:25][CH2:24]2)[C:5]2[S:10][C:9]([CH2:11][N:12]3[CH2:17][CH2:16][N:15]([C:18](=[O:22])[C@@H:19]([OH:21])[CH3:20])[CH2:14][CH2:13]3)=[CH:8][C:6]=2[N:7]=1.B(O)(O)[C:30]1[CH:35]=[CH:34][C:33]([O:36][CH3:37])=[N:32][CH:31]=1. (9) Given the product [C:21]([C:23]1[CH:24]=[C:25]2[C:30](=[CH:31][CH:32]=1)[CH:28]([C:5]1[CH:6]=[CH:7][C:2]([F:1])=[CH:3][CH:4]=1)[O:27][CH2:26]2)#[N:22], predict the reactants needed to synthesize it. The reactants are: [F:1][C:2]1[CH:7]=[CH:6][C:5]([Mg]Br)=[CH:4][CH:3]=1.FC1C=CC(Br)=CC=1.[Mg].II.[C:21]([C:23]1[CH:24]=[C:25]2[C:30](=[CH:31][CH:32]=1)[C:28](=O)[O:27][CH2:26]2)#[N:22].